Dataset: Full USPTO retrosynthesis dataset with 1.9M reactions from patents (1976-2016). Task: Predict the reactants needed to synthesize the given product. (1) Given the product [Cl:1][C:2]1[CH:3]=[C:4]2[C:9](=[C:10]([N:12]3[CH2:17][CH2:16][CH:15]([N:22]4[CH2:23][CH2:24][N:19]([C:25]5[CH:33]=[CH:32][CH:31]=[C:30]6[C:26]=5[CH:27]=[CH:28][NH:29]6)[CH2:20][CH2:21]4)[CH2:14][CH2:13]3)[CH:11]=1)[N:8]=[CH:7][CH:6]=[CH:5]2, predict the reactants needed to synthesize it. The reactants are: [Cl:1][C:2]1[CH:3]=[C:4]2[C:9](=[C:10]([N:12]3[CH2:17][CH2:16][C:15](=O)[CH2:14][CH2:13]3)[CH:11]=1)[N:8]=[CH:7][CH:6]=[CH:5]2.[N:19]1([C:25]2[CH:33]=[CH:32][CH:31]=[C:30]3[C:26]=2[CH:27]=[CH:28][NH:29]3)[CH2:24][CH2:23][NH:22][CH2:21][CH2:20]1.C(O[BH-](OC(=O)C)OC(=O)C)(=O)C.[Na+].C(O)(=O)C. (2) Given the product [CH2:1]([O:8][C:9]([N:11]1[CH2:15][CH2:14][CH2:13][C@H:12]1[C:16](=[O:33])[NH:17][C:18]1[CH:19]=[C:20]([C:35]2[CH:42]=[CH:41][CH:40]=[C:37]([C:38]#[N:39])[CH:36]=2)[CH:21]=[CH:22][CH:23]=1)=[O:10])[C:2]1[CH:3]=[CH:4][CH:5]=[CH:6][CH:7]=1, predict the reactants needed to synthesize it. The reactants are: [CH2:1]([O:8][C:9]([N:11]1[CH2:15][CH2:14][CH2:13][C@H:12]1[C:16](=[O:33])[NH:17][C:18]1[CH:23]=[CH:22][CH:21]=[C:20](B2OC(C)(C)C(C)(C)O2)[CH:19]=1)=[O:10])[C:2]1[CH:7]=[CH:6][CH:5]=[CH:4][CH:3]=1.Br[C:35]1[CH:36]=[C:37]([CH:40]=[CH:41][CH:42]=1)[C:38]#[N:39].CN(C=O)C.